From a dataset of Forward reaction prediction with 1.9M reactions from USPTO patents (1976-2016). Predict the product of the given reaction. Given the reactants [NH:1]([C:8]([O:10][C:11]([CH3:14])([CH3:13])[CH3:12])=[O:9])[C@H:2]([C:5]([OH:7])=[O:6])[CH2:3][OH:4].[H-].[Na+].[H][H].[CH2:19](Br)[CH:20]=[CH2:21], predict the reaction product. The product is: [NH:1]([C:8]([O:10][C:11]([CH3:14])([CH3:13])[CH3:12])=[O:9])[C@H:2]([C:5]([OH:7])=[O:6])[CH2:3][O:4][CH2:21][CH:20]=[CH2:19].